This data is from Forward reaction prediction with 1.9M reactions from USPTO patents (1976-2016). The task is: Predict the product of the given reaction. (1) Given the reactants [CH2:1]([O:3][C:4]1[CH:21]=[CH:20][C:7]([O:8][C:9]2[CH:10]=[C:11]([CH:17]=[CH:18][CH:19]=2)[C:12]([O:14]CC)=[O:13])=[CH:6][CH:5]=1)[CH3:2].[OH-].[Na+].Cl, predict the reaction product. The product is: [CH2:1]([O:3][C:4]1[CH:21]=[CH:20][C:7]([O:8][C:9]2[CH:10]=[C:11]([CH:17]=[CH:18][CH:19]=2)[C:12]([OH:14])=[O:13])=[CH:6][CH:5]=1)[CH3:2]. (2) Given the reactants Cl[C:2]1[N:3]=[N:4][C:5]([N:8]2[CH2:13][CH2:12][NH:11][CH:10]([CH:14]([CH3:16])[CH3:15])[CH2:9]2)=[CH:6][CH:7]=1.[N:17]1[C:26]2[C:21](=[CH:22][C:23](B(O)O)=[CH:24][CH:25]=2)[CH:20]=[CH:19][CH:18]=1.C(=O)([O-])[O-].[K+].[K+].ClCCl, predict the reaction product. The product is: [CH:14]([CH:10]1[NH:11][CH2:12][CH2:13][N:8]([C:5]2[N:4]=[N:3][C:2]([C:23]3[CH:22]=[C:21]4[C:26](=[CH:25][CH:24]=3)[N:17]=[CH:18][CH:19]=[CH:20]4)=[CH:7][CH:6]=2)[CH2:9]1)([CH3:16])[CH3:15].